This data is from Full USPTO retrosynthesis dataset with 1.9M reactions from patents (1976-2016). The task is: Predict the reactants needed to synthesize the given product. (1) Given the product [C:1]([C:5]1[CH:6]=[C:7]2[C:12](=[C:13]([F:15])[CH:14]=1)[C:11](=[O:16])[N:10]([C:17]1[N:24]=[CH:23][CH:22]=[C:21]([C:49]3[CH:50]=[C:45]([NH:44][C:41]4[CH:40]=[CH:39][C:38]([N:28]5[CH2:29][C@@H:30]([CH3:37])[N:31]([CH:33]6[CH2:36][O:35][CH2:34]6)[CH2:32][C@@H:27]5[CH3:26])=[CH:43][N:42]=4)[C:46](=[O:60])[N:47]([CH3:59])[CH:48]=3)[C:18]=1[CH:19]=[O:20])[N:9]=[CH:8]2)([CH3:4])([CH3:3])[CH3:2], predict the reactants needed to synthesize it. The reactants are: [C:1]([C:5]1[CH:6]=[C:7]2[C:12](=[C:13]([F:15])[CH:14]=1)[C:11](=[O:16])[N:10]([C:17]1[N:24]=[CH:23][CH:22]=[C:21](Cl)[C:18]=1[CH:19]=[O:20])[N:9]=[CH:8]2)([CH3:4])([CH3:3])[CH3:2].[CH3:26][C@H:27]1[CH2:32][N:31]([CH:33]2[CH2:36][O:35][CH2:34]2)[C@H:30]([CH3:37])[CH2:29][N:28]1[C:38]1[CH:39]=[CH:40][C:41]([NH:44][C:45]2[C:46](=[O:60])[N:47]([CH3:59])[CH:48]=[C:49](B3OC(C)(C)C(C)O3)[CH:50]=2)=[N:42][CH:43]=1.[O-]P([O-])([O-])=O.[K+].[K+].[K+]. (2) Given the product [OH:2][C:3]1[CH:4]=[CH:5][C:6]([C:9]2[N:18]([CH3:19])[C:17](=[O:20])[C:16]3[C:11](=[C:12]([CH3:21])[CH:13]=[CH:14][CH:15]=3)[N:10]=2)=[CH:7][CH:8]=1, predict the reactants needed to synthesize it. The reactants are: C[O:2][C:3]1[CH:8]=[CH:7][C:6]([C:9]2[N:18]([CH3:19])[C:17](=[O:20])[C:16]3[C:11](=[C:12]([CH3:21])[CH:13]=[CH:14][CH:15]=3)[N:10]=2)=[CH:5][CH:4]=1.B(F)(F)F.[OH-].[Na+]. (3) Given the product [CH:23]1([O:28][C:29]2[C:36]([O:37][CH3:38])=[CH:35][CH:34]=[CH:33][C:30]=2/[CH:31]=[CH:40]/[C:21]2[S:22][C:4]3=[N:3][CH:2]=[C:7]([C:8]4[CH:9]=[CH:10][C:11]([O:14][C:15]([F:16])([F:17])[F:18])=[CH:12][CH:13]=4)[C:6](=[O:19])[N:5]3[CH:20]=2)[CH2:27][CH2:26][CH2:25][CH2:24]1, predict the reactants needed to synthesize it. The reactants are: C[C:2]1[N:3]=[C:4]2[S:22][CH:21]=[CH:20][N:5]2[C:6](=[O:19])[C:7]=1[C:8]1[CH:13]=[CH:12][C:11]([O:14][C:15]([F:18])([F:17])[F:16])=[CH:10][CH:9]=1.[CH:23]1([O:28][C:29]2[C:36]([O:37][CH3:38])=[CH:35][CH:34]=[CH:33][C:30]=2[CH:31]=O)[CH2:27][CH2:26][CH2:25][CH2:24]1.[O-][CH2:40]C.[Na+]. (4) Given the product [CH3:36][O:37][C:38]1[CH:46]=[CH:45][C:41]([C:42]([O:1][CH2:2][CH2:3][O:4][C:5]2[CH:10]=[CH:9][C:8]([CH:11]3[CH2:16][CH2:15][N:14]([C:17]([O:19][C:20]([CH3:23])([CH3:21])[CH3:22])=[O:18])[CH2:13][CH:12]3[O:24][CH2:25][C:26]3[CH:35]=[CH:34][C:33]4[C:28](=[CH:29][CH:30]=[CH:31][CH:32]=4)[CH:27]=3)=[CH:7][CH:6]=2)=[O:43])=[CH:40][CH:39]=1, predict the reactants needed to synthesize it. The reactants are: [OH:1][CH2:2][CH2:3][O:4][C:5]1[CH:10]=[CH:9][C:8]([CH:11]2[CH2:16][CH2:15][N:14]([C:17]([O:19][C:20]([CH3:23])([CH3:22])[CH3:21])=[O:18])[CH2:13][CH:12]2[O:24][CH2:25][C:26]2[CH:35]=[CH:34][C:33]3[C:28](=[CH:29][CH:30]=[CH:31][CH:32]=3)[CH:27]=2)=[CH:7][CH:6]=1.[CH3:36][O:37][C:38]1[CH:46]=[CH:45][C:41]([C:42](Cl)=[O:43])=[CH:40][CH:39]=1.C(N(CC)CC)C. (5) Given the product [C:12]([Si:16]([C:23]1[CH:28]=[CH:27][CH:26]=[CH:25][CH:24]=1)([C:29]1[CH:34]=[CH:33][CH:32]=[CH:31][CH:30]=1)[O:17][CH2:18][CH2:19][CH2:20][CH:21]=[O:22])([CH3:15])([CH3:13])[CH3:14], predict the reactants needed to synthesize it. The reactants are: C1C=C[NH+]=CC=1.[O-][Cr](Cl)(=O)=O.[C:12]([Si:16]([C:29]1[CH:34]=[CH:33][CH:32]=[CH:31][CH:30]=1)([C:23]1[CH:28]=[CH:27][CH:26]=[CH:25][CH:24]=1)[O:17][CH2:18][CH2:19][CH2:20][CH2:21][OH:22])([CH3:15])([CH3:14])[CH3:13]. (6) Given the product [F:1][C:2]1[CH:3]=[CH:4][C:5]([C:8]2[C:16]3[C:11](=[CH:12][CH:13]=[C:14]([NH:17][C:31]([NH:30][C:27]4[CH:28]=[CH:29][C:24]([F:23])=[CH:25][CH:26]=4)=[O:32])[CH:15]=3)[NH:10][N:9]=2)=[CH:6][CH:7]=1, predict the reactants needed to synthesize it. The reactants are: [F:1][C:2]1[CH:7]=[CH:6][C:5]([C:8]2[C:16]3[C:11](=[CH:12][CH:13]=[C:14]([NH2:17])[CH:15]=3)[N:10](OCCOC)[N:9]=2)=[CH:4][CH:3]=1.[F:23][C:24]1[CH:29]=[CH:28][C:27]([N:30]=[C:31]=[O:32])=[CH:26][CH:25]=1.